The task is: Predict the product of the given reaction.. This data is from Forward reaction prediction with 1.9M reactions from USPTO patents (1976-2016). (1) Given the reactants [N+:1]([C:4]1[CH:13]=[C:12]2[C:7]([CH2:8][CH2:9][CH2:10][N:11]2[C:14](=[O:19])[C:15]([F:18])([F:17])[F:16])=[CH:6][CH:5]=1)([O-])=O, predict the reaction product. The product is: [NH2:1][C:4]1[CH:13]=[C:12]2[C:7]([CH2:8][CH2:9][CH2:10][N:11]2[C:14](=[O:19])[C:15]([F:18])([F:16])[F:17])=[CH:6][CH:5]=1. (2) Given the reactants [CH2:1]([O:3][C:4]([C:6]1[C:7]2[N:8]([C:16]([CH3:19])=[N:17][N:18]=2)[C:9]([C:12](Cl)([F:14])[F:13])=[CH:10][CH:11]=1)=[O:5])[CH3:2].C(O)C.C(N(CC)CC)C, predict the reaction product. The product is: [CH2:1]([O:3][C:4]([C:6]1[C:7]2[N:8]([C:16]([CH3:19])=[N:17][N:18]=2)[C:9]([CH:12]([F:14])[F:13])=[CH:10][CH:11]=1)=[O:5])[CH3:2]. (3) Given the reactants [C:1]([O:6][CH2:7][CH2:8][OH:9])(=[O:5])[C:2]([CH3:4])=[CH2:3].[C:10]1(=[O:16])[O:15][C:13](=[O:14])[CH2:12][CH2:11]1.C(N(CC)CC)C, predict the reaction product. The product is: [C:1]([O:6][CH2:7][CH2:8][O:9][C:10](=[O:16])[CH2:11][CH2:12][C:13]([OH:15])=[O:14])(=[O:5])[C:2]([CH3:4])=[CH2:3]. (4) Given the reactants [Cl-].[CH3:2][O:3]C[P+](C1C=CC=CC=1)(C1C=CC=CC=1)C1C=CC=CC=1.C[Si]([N-][Si](C)(C)C)(C)C.[K+].O=[C:35]1[CH:40]2[CH2:41][CH2:42][CH:36]1[CH2:37][CH:38]([C:43]1[NH:51][C:50]3[C:49](=[O:52])[N:48]([CH2:53][CH2:54][CH3:55])[C:47](=[O:56])[N:46]([CH2:57][CH2:58][CH3:59])[C:45]=3[N:44]=1)[CH2:39]2, predict the reaction product. The product is: [O:56]=[C:47]1[N:46]([CH2:57][CH2:58][CH3:59])[C:45]2[N:44]=[C:43]([CH:38]3[CH2:37][CH:36]4[CH:35]([CH:2]=[O:3])[CH:40]([CH2:41][CH2:42]4)[CH2:39]3)[NH:51][C:50]=2[C:49](=[O:52])[N:48]1[CH2:53][CH2:54][CH3:55]. (5) Given the reactants Cl[CH2:2]I.[Cl:4][C:5]1[CH:10]=[CH:9][C:8]([CH:11]([O:22][CH:23]=[CH2:24])[C:12]2([C:15]([O:17][C:18]([CH3:21])([CH3:20])[CH3:19])=[O:16])[CH2:14][CH2:13]2)=[CH:7][C:6]=1[NH:25][C:26](=[O:41])[C@H:27]([C:34]1[CH:39]=[CH:38][C:37]([Cl:40])=[CH:36][CH:35]=1)[C@@H:28]([CH3:33])[C:29]([F:32])([F:31])[F:30], predict the reaction product. The product is: [Cl:4][C:5]1[CH:10]=[CH:9][C:8]([CH:11]([O:22][CH:23]2[CH2:2][CH2:24]2)[C:12]2([C:15]([O:17][C:18]([CH3:19])([CH3:20])[CH3:21])=[O:16])[CH2:14][CH2:13]2)=[CH:7][C:6]=1[NH:25][C:26](=[O:41])[C@H:27]([C:34]1[CH:35]=[CH:36][C:37]([Cl:40])=[CH:38][CH:39]=1)[C@@H:28]([CH3:33])[C:29]([F:32])([F:31])[F:30]. (6) The product is: [CH3:1][O:2][CH:3]1[CH2:6][N:5]([C:7]2[CH:8]=[CH:9][C:10]([NH2:13])=[N:11][CH:12]=2)[CH2:4]1. Given the reactants [CH3:1][O:2][CH:3]1[CH2:6][N:5]([C:7]2[CH:8]=[CH:9][C:10]([N+:13]([O-])=O)=[N:11][CH:12]=2)[CH2:4]1, predict the reaction product. (7) Given the reactants CC1(C)COC2(CCC(CCN[C@H](C3C=CC=CC=3C)C)(O)CC2)OC1.ClC(Cl)(OC(=O)OC(Cl)(Cl)Cl)Cl.CC1(C)CO[C:43]2([CH2:63][CH2:62][C:46]3([O:51][C:50](=[O:52])[N:49]([C@H:53]([C:55]4[CH:60]=[CH:59][CH:58]=[CH:57][C:56]=4[CH3:61])[CH3:54])[CH2:48][CH2:47]3)[CH2:45][CH2:44]2)[O:42]C1, predict the reaction product. The product is: [C:56]1([CH3:61])[CH:57]=[CH:58][CH:59]=[CH:60][C:55]=1[C@@H:53]([N:49]1[CH2:48][CH2:47][C:46]2([CH2:62][CH2:63][C:43](=[O:42])[CH2:44][CH2:45]2)[O:51][C:50]1=[O:52])[CH3:54]. (8) Given the reactants [CH2:1]([C:3]1[S:7][C:6]([C:8](=[O:23])[CH2:9][CH2:10][C:11]2[CH:16]=[C:15]([CH3:17])[C:14]([O:18][CH2:19][CH2:20][OH:21])=[C:13]([CH3:22])[CH:12]=2)=[C:5]2[CH2:24][CH2:25][C:26]([CH3:29])([CH3:28])[CH2:27][C:4]=12)[CH3:2].CCN(C(C)C)C(C)C.[CH3:39][S:40](Cl)(=[O:42])=[O:41], predict the reaction product. The product is: [CH2:1]([C:3]1[S:7][C:6]([C:8](=[O:23])[CH2:9][CH2:10][C:11]2[CH:16]=[C:15]([CH3:17])[C:14]([O:18][CH2:19][CH2:20][O:21][S:40]([CH3:39])(=[O:42])=[O:41])=[C:13]([CH3:22])[CH:12]=2)=[C:5]2[CH2:24][CH2:25][C:26]([CH3:28])([CH3:29])[CH2:27][C:4]=12)[CH3:2].